Predict which catalyst facilitates the given reaction. From a dataset of Catalyst prediction with 721,799 reactions and 888 catalyst types from USPTO. (1) Reactant: [NH2:1][C@H:2]([C:8]([OH:10])=[O:9])[CH2:3][CH2:4][C:5](=[O:7])[NH2:6].C(=O)([O-])[O-].[Na+].[Na+].[C:17](ON1C(=O)CCC1=O)([O:19][CH2:20][CH:21]1[C:33]2[C:28](=[CH:29][CH:30]=[CH:31][CH:32]=2)[C:27]2[C:22]1=[CH:23][CH:24]=[CH:25][CH:26]=2)=[O:18]. Product: [C:17]([NH:1][C@H:2]([C:8]([OH:10])=[O:9])[CH2:3][CH2:4][C:5](=[O:7])[NH2:6])([O:19][CH2:20][CH:21]1[C:22]2[C:27](=[CH:26][CH:25]=[CH:24][CH:23]=2)[C:28]2[C:33]1=[CH:32][CH:31]=[CH:30][CH:29]=2)=[O:18]. The catalyst class is: 90. (2) Reactant: [CH:1]1([C:4]2[N:8]([C:9]3[CH:14]=[CH:13][C:12]([NH:15][C:16](=[O:24])[CH2:17][C:18]4[CH:23]=[CH:22][CH:21]=[CH:20][N:19]=4)=[CH:11][CH:10]=3)[N:7]=[C:6]([C:25]([F:28])([F:27])[F:26])[CH:5]=2)[CH2:3][CH2:2]1.N1C=CC=CC=1CC(O)=O.[ClH:39]. Product: [ClH:39].[CH:1]1([C:4]2[N:8]([C:9]3[CH:10]=[CH:11][C:12]([NH:15][C:16](=[O:24])[CH2:17][C:18]4[CH:23]=[CH:22][CH:21]=[CH:20][N:19]=4)=[CH:13][CH:14]=3)[N:7]=[C:6]([C:25]([F:26])([F:27])[F:28])[CH:5]=2)[CH2:3][CH2:2]1. The catalyst class is: 165.